Dataset: Reaction yield outcomes from USPTO patents with 853,638 reactions. Task: Predict the reaction yield, written as a fraction of the theoretical maximum amount of product (1.0 means a 100% yield; for example, 0.34 means a 34% yield). (1) The reactants are [NH:1]1[C:9]2[C:4](=[CH:5][CH:6]=[CH:7][CH:8]=2)[C:3]([CH2:10][C:11]2[S:15][C:14]([NH:16][C:17](=[O:23])[O:18][C:19]([CH3:22])([CH3:21])[CH3:20])=[N:13][N:12]=2)=[CH:2]1.[H-].[Na+].[CH3:26]I. The yield is 0.170. The catalyst is C1COCC1. The product is [CH3:26][N:1]1[C:9]2[C:4](=[CH:5][CH:6]=[CH:7][CH:8]=2)[C:3]([CH2:10][C:11]2[S:15][C:14]([NH:16][C:17](=[O:23])[O:18][C:19]([CH3:20])([CH3:22])[CH3:21])=[N:13][N:12]=2)=[CH:2]1. (2) The reactants are [Br-].C1([P+]([C:21]2[CH:26]=[CH:25][CH:24]=[CH:23][CH:22]=2)([C:21]2[CH:26]=[CH:25][CH:24]=[CH:23][CH:22]=2)[C:21]2[CH:26]=[CH:25][CH:24]=[CH:23][CH:22]=2)CCCCC1.[C:27]([O:37][CH2:38][CH3:39])(=[O:36])[CH:28]=[CH:29][C:30]1[CH:35]=[CH:34][CH:33]=[CH:32][CH:31]=1. No catalyst specified. The product is [C:30]1([C@@H:29]2[C:21]3([CH2:22][CH2:23][CH2:24][CH2:25][CH2:26]3)[C@H:28]2[C:27]([O:37][CH2:38][CH3:39])=[O:36])[CH:35]=[CH:34][CH:33]=[CH:32][CH:31]=1. The yield is 0.0400. (3) The reactants are [CH3:1][N:2]1[CH2:7][CH2:6][N:5]([C:8]2[N:13]=[CH:12][C:11]([NH2:14])=[C:10]([C:15]3[CH:20]=[CH:19][CH:18]=[CH:17][C:16]=3[CH3:21])[CH:9]=2)[CH2:4][CH2:3]1.[H-].[Al+3].[Li+].[H-].[H-].[H-].Cl.[OH-].[Na+].[CH:31](OC)(OC)OC. The catalyst is FC(F)(F)C(O)=O.O1CCCC1. The product is [CH3:31][NH:14][C:11]1[CH:12]=[N:13][C:8]([N:5]2[CH2:4][CH2:3][N:2]([CH3:1])[CH2:7][CH2:6]2)=[CH:9][C:10]=1[C:15]1[CH:20]=[CH:19][CH:18]=[CH:17][C:16]=1[CH3:21]. The yield is 0.640. (4) The reactants are [OH:1][C:2]1[CH:21]=[CH:20][C:5]2[C:6]([CH2:9][N:10]3[CH2:15][CH2:14][CH:13]([NH:16][C:17](=[O:19])[CH3:18])[CH2:12][CH2:11]3)=[CH:7][O:8][C:4]=2[CH:3]=1.[C:22]([O-])([O-:24])=[O:23].[Cs+].[Cs+].Cl[C:29]1[S:30][C:31]2[C:32]([N:38]=1)=[N:33][C:34]([CH3:37])=[CH:35][CH:36]=2. The catalyst is CN(C=O)C. The product is [CH:22]([OH:24])=[O:23].[CH3:37][C:34]1[N:33]=[C:32]2[N:38]=[C:29]([O:1][C:2]3[CH:21]=[CH:20][C:5]4[C:6]([CH2:9][N:10]5[CH2:15][CH2:14][CH:13]([NH:16][C:17](=[O:19])[CH3:18])[CH2:12][CH2:11]5)=[CH:7][O:8][C:4]=4[CH:3]=3)[S:30][C:31]2=[CH:36][CH:35]=1. The yield is 0.790. (5) The reactants are C(=O)(OCC)[O:2][C:3]1[CH:8]=[C:7]([N+:9]([O-:11])=[O:10])[C:6]([CH3:12])=[CH:5][C:4]=1[CH:13]1[CH:20]2[CH2:21][CH:16]3[CH2:17][CH:18]([CH2:22][CH:14]1[CH2:15]3)[CH2:19]2.N1CCCCC1. The catalyst is C(Cl)Cl. The product is [CH:14]12[CH2:15][CH:16]3[CH2:17][CH:18]([CH2:19][CH:20]([CH2:21]3)[CH:13]1[C:4]1[CH:5]=[C:6]([CH3:12])[C:7]([N+:9]([O-:11])=[O:10])=[CH:8][C:3]=1[OH:2])[CH2:22]2. The yield is 0.770.